This data is from Full USPTO retrosynthesis dataset with 1.9M reactions from patents (1976-2016). The task is: Predict the reactants needed to synthesize the given product. (1) Given the product [OH:19][C:20]1[CH:25]=[C:24]([C:2]2[C:10]3[C:5](=[CH:6][CH:7]=[C:8]([C:11]#[N:12])[CH:9]=3)[N:4]([CH:13]3[CH2:18][CH2:17][CH2:16][CH2:15][O:14]3)[N:3]=2)[CH:23]=[CH:22][CH:21]=1, predict the reactants needed to synthesize it. The reactants are: Br[C:2]1[C:10]2[C:5](=[CH:6][CH:7]=[C:8]([C:11]#[N:12])[CH:9]=2)[N:4]([CH:13]2[CH2:18][CH2:17][CH2:16][CH2:15][O:14]2)[N:3]=1.[OH:19][C:20]1[CH:21]=[C:22](B(O)O)[CH:23]=[CH:24][CH:25]=1.[O-]P([O-])([O-])=O.[K+].[K+].[K+]. (2) Given the product [CH3:1][O:2][CH2:3][C:4]1[CH:5]=[C:6]([CH:9]=[CH:10][CH:11]=1)[CH2:7][NH:13][C:14]1([C:17]([O:19][CH3:20])=[O:18])[CH2:16][CH2:15]1, predict the reactants needed to synthesize it. The reactants are: [CH3:1][O:2][CH2:3][C:4]1[CH:5]=[C:6]([CH:9]=[CH:10][CH:11]=1)[CH:7]=O.Cl.[NH2:13][C:14]1([C:17]([O:19][CH3:20])=[O:18])[CH2:16][CH2:15]1.